Dataset: Reaction yield outcomes from USPTO patents with 853,638 reactions. Task: Predict the reaction yield, written as a fraction of the theoretical maximum amount of product (1.0 means a 100% yield; for example, 0.34 means a 34% yield). (1) The reactants are [F:1][C:2]1[CH:7]=[CH:6][C:5]([CH2:8][C:9]2[CH:18]=[C:17]3[C:12]([C:13]([OH:26])=[C:14]([C:21]([O:23]CC)=O)[C:15](=[O:20])[N:16]3[CH3:19])=[N:11][CH:10]=2)=[CH:4][CH:3]=1.[NH2:27][CH2:28][CH2:29][N:30]([CH3:35])[S:31]([CH3:34])(=[O:33])=[O:32]. No catalyst specified. The product is [F:1][C:2]1[CH:7]=[CH:6][C:5]([CH2:8][C:9]2[CH:18]=[C:17]3[C:12]([C:13]([OH:26])=[C:14]([C:21]([NH:27][CH2:28][CH2:29][N:30]([CH3:35])[S:31]([CH3:34])(=[O:33])=[O:32])=[O:23])[C:15](=[O:20])[N:16]3[CH3:19])=[N:11][CH:10]=2)=[CH:4][CH:3]=1. The yield is 0.960. (2) The reactants are F[P-](F)(F)(F)(F)F.N1(OC(N(C)C)=[N+](C)C)C2N=CC=CC=2N=N1.[C:25]([O:29][C:30]([NH:32][C:33]1([C:48](O)=[O:49])[CH2:38][CH2:37][N:36]([C:39]2[C:40]3[CH:47]=[CH:46][NH:45][C:41]=3[N:42]=[CH:43][N:44]=2)[CH2:35][CH2:34]1)=[O:31])([CH3:28])([CH3:27])[CH3:26].CCN(C(C)C)C(C)C.[NH2:60][C@@H:61]([C:67]1[CH:72]=[CH:71][C:70]([Cl:73])=[CH:69][CH:68]=1)[CH2:62][C:63]([O:65][CH3:66])=[O:64]. The catalyst is CN1C(=O)CCC1.CCOC(C)=O. The product is [C:25]([O:29][C:30]([NH:32][C:33]1([C:48]([NH:60][C@@H:61]([C:67]2[CH:68]=[CH:69][C:70]([Cl:73])=[CH:71][CH:72]=2)[CH2:62][C:63]([O:65][CH3:66])=[O:64])=[O:49])[CH2:38][CH2:37][N:36]([C:39]2[C:40]3[CH:47]=[CH:46][NH:45][C:41]=3[N:42]=[CH:43][N:44]=2)[CH2:35][CH2:34]1)=[O:31])([CH3:26])([CH3:28])[CH3:27]. The yield is 1.00. (3) The reactants are [CH2:1]([O:8][C:9]1[CH:14]=[CH:13][C:12]([Br:15])=[CH:11][C:10]=1[CH:16]([C:30]1[CH:35]=[CH:34][CH:33]=[CH:32][CH:31]=1)[CH2:17][CH2:18]OS(C1C=CC(C)=CC=1)(=O)=O)[C:2]1[CH:7]=[CH:6][CH:5]=[CH:4][CH:3]=1.[CH:36]([NH:39][CH:40]([CH3:42])[CH3:41])([CH3:38])[CH3:37].O.Cl. The yield is 0.938. The catalyst is C(#N)C. The product is [CH:36]([N:39]([CH2:18][CH2:17][CH:16]([C:10]1[CH:11]=[C:12]([Br:15])[CH:13]=[CH:14][C:9]=1[O:8][CH2:1][C:2]1[CH:3]=[CH:4][CH:5]=[CH:6][CH:7]=1)[C:30]1[CH:35]=[CH:34][CH:33]=[CH:32][CH:31]=1)[CH:40]([CH3:42])[CH3:41])([CH3:38])[CH3:37].